From a dataset of Full USPTO retrosynthesis dataset with 1.9M reactions from patents (1976-2016). Predict the reactants needed to synthesize the given product. (1) Given the product [CH3:1][S:2]([C:4]1[CH:13]=[CH:12][C:11]([N:14]2[CH:18]=[N:17][N:16]=[N:15]2)=[CH:10][C:5]=1[C:6]([OH:8])=[O:7])=[O:3], predict the reactants needed to synthesize it. The reactants are: [CH3:1][S:2]([C:4]1[CH:13]=[CH:12][C:11]([N:14]2[CH:18]=[N:17][N:16]=[N:15]2)=[CH:10][C:5]=1[C:6]([O:8]C)=[O:7])=[O:3].[OH-].[Na+].Cl. (2) Given the product [Cl:1][C:2]1[C:3]([N:8]([CH3:25])[C:9]([C:11]2[S:24][C:14]3[C:15]4[CH:23]=[CH:22][CH:21]=[CH:20][C:16]=4[O:17][CH2:18][CH2:19][C:13]=3[CH:12]=2)=[O:10])=[N:4][CH:5]=[CH:6][CH:7]=1, predict the reactants needed to synthesize it. The reactants are: [Cl:1][C:2]1[C:3]([NH:8][C:9]([C:11]2[S:24][C:14]3[C:15]4[CH:23]=[CH:22][CH:21]=[CH:20][C:16]=4[O:17][CH2:18][CH2:19][C:13]=3[CH:12]=2)=[O:10])=[N:4][CH:5]=[CH:6][CH:7]=1.[CH3:25][Si](C)(C)N[Si](C)(C)C.Cl[Si](CCl)(C)C.COCCOCCOC.[F-].[Cs+].